From a dataset of Full USPTO retrosynthesis dataset with 1.9M reactions from patents (1976-2016). Predict the reactants needed to synthesize the given product. (1) Given the product [OH:12][C:3]1[CH:4]=[C:5]([C:6]([O:8][CH3:9])=[O:7])[CH:10]=[CH:11][C:2]=1[C:14]1[CH:15]=[CH:16][CH:17]=[CH:18][C:13]=1[CH3:22], predict the reactants needed to synthesize it. The reactants are: Br[C:2]1[CH:11]=[CH:10][C:5]([C:6]([O:8][CH3:9])=[O:7])=[CH:4][C:3]=1[OH:12].[C:13]1([CH3:22])[CH:18]=[CH:17][CH:16]=[CH:15][C:14]=1B(O)O.C(=O)([O-])[O-].[K+].[K+]. (2) The reactants are: [CH3:1][C:2]([CH3:12])([CH3:11])[C:3](=O)[CH2:4][C:5]([O:7][CH2:8]C)=[O:6].COC(OC)[N:16]([CH3:18])C.O.[NH2:22]N. Given the product [C:2]([C:3]1[C:4]([C:5]([O:7][CH3:8])=[O:6])=[CH:18][NH:16][N:22]=1)([CH3:12])([CH3:11])[CH3:1], predict the reactants needed to synthesize it.